This data is from Acute oral toxicity (LD50) regression data from Zhu et al.. The task is: Regression/Classification. Given a drug SMILES string, predict its toxicity properties. Task type varies by dataset: regression for continuous values (e.g., LD50, hERG inhibition percentage) or binary classification for toxic/non-toxic outcomes (e.g., AMES mutagenicity, cardiotoxicity, hepatotoxicity). Dataset: ld50_zhu. (1) The molecule is CC(C)OC(=O)C(O)C(O)C(=O)OC(C)C. The rat oral LD50 is 1.54, given as -log10 of the dose in mol/kg body weight (higher means more acutely toxic). (2) The molecule is CCN(CCC#N)c1cccc(C)c1. The rat oral LD50 is 1.71, given as -log10 of the dose in mol/kg body weight (higher means more acutely toxic). (3) The molecule is NC(=O)OC1CCCCC1. The rat oral LD50 is 1.81, given as -log10 of the dose in mol/kg body weight (higher means more acutely toxic). (4) The drug is CC=CC#N. The rat oral LD50 is 2.13, given as -log10 of the dose in mol/kg body weight (higher means more acutely toxic). (5) The drug is CCCCNC1CCCCC1. The rat oral LD50 is 2.67, given as -log10 of the dose in mol/kg body weight (higher means more acutely toxic). (6) The drug is CCOP(=S)(OC(C)C)Sc1nc(C)cc(C)n1. The rat oral LD50 is 3.65, given as -log10 of the dose in mol/kg body weight (higher means more acutely toxic). (7) The molecule is O=[N+]([O-])OCC1CO1. The rat oral LD50 is 2.41, given as -log10 of the dose in mol/kg body weight (higher means more acutely toxic). (8) The rat oral LD50 is 2.29, given as -log10 of the dose in mol/kg body weight (higher means more acutely toxic). The molecule is O=C1CN2CCOC2(c2ccccc2Cl)c2cc(Cl)ccc2N1. (9) The molecule is OC1C=CCC1. The rat oral LD50 is 2.25, given as -log10 of the dose in mol/kg body weight (higher means more acutely toxic). (10) The molecule is CC(=O)c1ccccc1[N+](=O)[O-]. The rat oral LD50 is 2.01, given as -log10 of the dose in mol/kg body weight (higher means more acutely toxic).